Dataset: Forward reaction prediction with 1.9M reactions from USPTO patents (1976-2016). Task: Predict the product of the given reaction. (1) The product is: [CH3:1][N:2]([C:9]1[CH:14]=[CH:13][C:12]([C:15]([OH:24])([C:20]([F:22])([F:23])[F:21])[C:16]([F:17])([F:18])[F:19])=[CH:11][CH:10]=1)[CH2:3][CH:4]([OH:8])[CH2:5][CH2:6][CH3:7]. Given the reactants [CH3:1][N:2]([C:9]1[CH:14]=[CH:13][C:12]([C:15]([OH:24])([C:20]([F:23])([F:22])[F:21])[C:16]([F:19])([F:18])[F:17])=[CH:11][CH:10]=1)[CH2:3][C:4](=[O:8])[CH2:5][CH2:6][CH3:7].[BH4-].[Na+], predict the reaction product. (2) Given the reactants O[N:2]=[C:3]([NH2:24])[C:4]1[CH:9]=[CH:8][C:7]([O:10][CH2:11][CH2:12][CH2:13][CH:14]2[CH2:19][CH2:18][N:17]([CH2:20][CH2:21][CH2:22][OH:23])[CH2:16][CH2:15]2)=[CH:6][CH:5]=1.C(OC(=O)C)(=O)C, predict the reaction product. The product is: [OH:23][CH2:22][CH2:21][CH2:20][N:17]1[CH2:16][CH2:15][CH:14]([CH2:13][CH2:12][CH2:11][O:10][C:7]2[CH:6]=[CH:5][C:4]([C:3]([NH2:24])=[NH:2])=[CH:9][CH:8]=2)[CH2:19][CH2:18]1. (3) Given the reactants [CH:1]([O:4][NH:5][C:6](=[O:15])[O:7][CH2:8][C:9]1[CH:14]=[CH:13][CH:12]=[CH:11][CH:10]=1)([CH3:3])[CH3:2].[C:16]([O-])([O-])=O.[K+].[K+].CI, predict the reaction product. The product is: [CH:1]([O:4][N:5]([CH3:16])[C:6](=[O:15])[O:7][CH2:8][C:9]1[CH:10]=[CH:11][CH:12]=[CH:13][CH:14]=1)([CH3:3])[CH3:2]. (4) Given the reactants [CH3:1][O:2][CH:3]([O:16][CH3:17])[C:4]1[C:13]([CH2:14][OH:15])=[CH:12][C:11]2[CH2:10][CH2:9][CH2:8][NH:7][C:6]=2[N:5]=1.CCN(C(C)C)C(C)C.[C:27]([Si:31](Cl)([CH3:33])[CH3:32])([CH3:30])([CH3:29])[CH3:28].C([O-])(O)=O.[Na+], predict the reaction product. The product is: [Si:31]([O:15][CH2:14][C:13]1[CH:12]=[C:11]2[C:6](=[N:5][C:4]=1[CH:3]([O:2][CH3:1])[O:16][CH3:17])[NH:7][CH2:8][CH2:9][CH2:10]2)([C:27]([CH3:30])([CH3:29])[CH3:28])([CH3:33])[CH3:32]. (5) Given the reactants [C:1]([C@:3]1([CH:12]([C:18](OCC)=O)[C:13]([O:15]CC)=[O:14])[CH2:9][C@@H:8]2[C@H:4]1[CH:5]=[C:6]([CH2:10][CH3:11])[CH2:7]2)#[N:2].[OH-].[K+], predict the reaction product. The product is: [C:1]([C@:3]1([CH2:12][C:13]([O-:15])=[O:14])[CH2:9][C@@H:8]2[C@H:4]1[CH:5]=[C:6]([CH2:10][CH3:11])[CH2:7]2)#[N:2].[CH2:1]([NH3+:2])[C:3]1[CH:9]=[CH:8][CH:4]=[CH:18][CH:12]=1.